Dataset: Full USPTO retrosynthesis dataset with 1.9M reactions from patents (1976-2016). Task: Predict the reactants needed to synthesize the given product. (1) Given the product [C:33]1([S+:26]([C:20]2[CH:21]=[CH:22][CH:23]=[CH:24][CH:25]=2)[C:27]2[CH:32]=[CH:31][CH:30]=[CH:29][CH:28]=2)[CH:34]=[CH:35][CH:36]=[CH:37][CH:38]=1.[F:18][C:3]([F:2])([S:14]([O-:17])(=[O:15])=[O:16])[CH:4]([F:13])[O:5][C:6]([F:11])([F:12])[C:7]([F:8])([F:10])[F:9], predict the reactants needed to synthesize it. The reactants are: [K].[F:2][C:3]([F:18])([S:14]([O-:17])(=[O:16])=[O:15])[CH:4]([F:13])[O:5][C:6]([F:12])([F:11])[C:7]([F:10])([F:9])[F:8].[Br-].[C:20]1([S+:26]([C:33]2[CH:38]=[CH:37][CH:36]=[CH:35][CH:34]=2)[C:27]2[CH:32]=[CH:31][CH:30]=[CH:29][CH:28]=2)[CH:25]=[CH:24][CH:23]=[CH:22][CH:21]=1. (2) Given the product [C:28]([O:32][C:33]([N:35]1[CH2:40][CH2:39][CH:38]([CH2:41][NH:42][C:43](=[O:46])[CH2:44][NH:45][C:21](=[O:22])[C:20]2[CH:24]=[CH:25][C:17]([S:14](=[O:15])(=[O:16])[NH:13][C:8]3[CH:9]=[CH:10][CH:11]=[CH:12][C:7]=3[O:6][C:5]3[CH:26]=[CH:27][C:2]([F:1])=[CH:3][CH:4]=3)=[CH:18][CH:19]=2)[CH2:37][CH2:36]1)=[O:34])([CH3:31])([CH3:29])[CH3:30], predict the reactants needed to synthesize it. The reactants are: [F:1][C:2]1[CH:27]=[CH:26][C:5]([O:6][C:7]2[CH:12]=[CH:11][CH:10]=[CH:9][C:8]=2[NH:13][S:14]([C:17]2[CH:25]=[CH:24][C:20]([C:21](O)=[O:22])=[CH:19][CH:18]=2)(=[O:16])=[O:15])=[CH:4][CH:3]=1.[C:28]([O:32][C:33]([N:35]1[CH2:40][CH2:39][CH:38]([CH2:41][NH:42][C:43](=[O:46])[CH2:44][NH2:45])[CH2:37][CH2:36]1)=[O:34])([CH3:31])([CH3:30])[CH3:29]. (3) Given the product [C:10]([N:17]1[CH2:21][CH2:20][C@H:19]([NH:22][CH:5]2[CH2:6][CH2:7][C:2]([CH3:9])([CH3:1])[CH2:3][CH2:4]2)[CH2:18]1)([O:12][C:13]([CH3:16])([CH3:15])[CH3:14])=[O:11], predict the reactants needed to synthesize it. The reactants are: [CH3:1][C:2]1([CH3:9])[CH2:7][CH2:6][C:5](=O)[CH2:4][CH2:3]1.[C:10]([N:17]1[CH2:21][CH2:20][C@H:19]([NH2:22])[CH2:18]1)([O:12][C:13]([CH3:16])([CH3:15])[CH3:14])=[O:11]. (4) The reactants are: P([O-])([O-])([O-])=O.[K+].[K+].[K+].Cl[C:10]1[CH:11]=[CH:12][C:13]2[N:19]3[CH2:20][C@H:16]([CH2:17][CH2:18]3)[N:15]([C:21]([NH:23][C:24]3[CH:29]=[N:28][CH:27]=[CH:26][N:25]=3)=[O:22])[C:14]=2[N:30]=1.[CH3:31][O:32][C:33]1[CH:38]=[C:37](B(O)O)[CH:36]=[C:35]([CH3:42])[N:34]=1.CC(C1C=C(C(C)C)C(C2C=CC=CC=2P(C2CCCCC2)C2CCCCC2)=C(C(C)C)C=1)C. Given the product [CH3:31][O:32][C:33]1[CH:38]=[C:37]([C:10]2[CH:11]=[CH:12][C:13]3[N:19]4[CH2:20][C@H:16]([CH2:17][CH2:18]4)[N:15]([C:21]([NH:23][C:24]4[CH:29]=[N:28][CH:27]=[CH:26][N:25]=4)=[O:22])[C:14]=3[N:30]=2)[CH:36]=[C:35]([CH3:42])[N:34]=1, predict the reactants needed to synthesize it.